From a dataset of Merck oncology drug combination screen with 23,052 pairs across 39 cell lines. Regression. Given two drug SMILES strings and cell line genomic features, predict the synergy score measuring deviation from expected non-interaction effect. Drug 1: NC1(c2ccc(-c3nc4ccn5c(=O)[nH]nc5c4cc3-c3ccccc3)cc2)CCC1. Drug 2: CCc1cnn2c(NCc3ccc[n+]([O-])c3)cc(N3CCCCC3CCO)nc12. Cell line: ZR751. Synergy scores: synergy=8.51.